From a dataset of Full USPTO retrosynthesis dataset with 1.9M reactions from patents (1976-2016). Predict the reactants needed to synthesize the given product. (1) Given the product [CH3:18][C:16]1([CH3:19])[CH2:15][C:7]2[CH:8]=[C:9]3[N:5]([CH2:4][CH2:3][NH:2][C:10]3=[O:11])[C:6]=2[CH2:17]1, predict the reactants needed to synthesize it. The reactants are: Cl.[NH2:2][CH2:3][CH2:4][N:5]1[C:9]([C:10](OCC)=[O:11])=[CH:8][C:7]2[CH2:15][C:16]([CH3:19])([CH3:18])[CH2:17][C:6]1=2.[O-]CC.[Na+]. (2) Given the product [CH3:2][O:3][C:4](=[O:47])[C@@H:5]([NH:21][C:22]([CH:24]1[CH2:33][C:32]2[CH:31]=[C:30]3[O:34][CH2:35][C@H:36]([C:38]4[CH:39]=[CH:40][C:41]([O:44][CH2:45][CH3:46])=[CH:42][CH:43]=4)[O:37][C:29]3=[CH:28][C:27]=2[CH2:26][N:25]1[S:58]([C:54]1[S:53][C:52]([NH:51][C:48](=[O:50])[CH3:49])=[N:56][C:55]=1[CH3:57])(=[O:59])=[O:60])=[O:23])[CH2:6][C:7]1[CH:12]=[CH:11][C:10]([C:13]2[CH:14]=[CH:15][C:16]([C:19]#[N:20])=[CH:17][CH:18]=2)=[CH:9][CH:8]=1, predict the reactants needed to synthesize it. The reactants are: Cl.[CH3:2][O:3][C:4](=[O:47])[C@@H:5]([NH:21][C:22]([CH:24]1[CH2:33][C:32]2[CH:31]=[C:30]3[O:34][CH2:35][C@H:36]([C:38]4[CH:43]=[CH:42][C:41]([O:44][CH2:45][CH3:46])=[CH:40][CH:39]=4)[O:37][C:29]3=[CH:28][C:27]=2[CH2:26][NH:25]1)=[O:23])[CH2:6][C:7]1[CH:12]=[CH:11][C:10]([C:13]2[CH:18]=[CH:17][C:16]([C:19]#[N:20])=[CH:15][CH:14]=2)=[CH:9][CH:8]=1.[C:48]([NH:51][C:52]1[S:53][C:54]([S:58](Cl)(=[O:60])=[O:59])=[C:55]([CH3:57])[N:56]=1)(=[O:50])[CH3:49]. (3) The reactants are: Cl[C:2]1[C:11]2[C:6](=[CH:7][CH:8]=[CH:9][C:10]=2[O:12][CH2:13][CH2:14][N:15]([CH3:19])[C:16](=[O:18])[CH3:17])[N:5]=[CH:4][N:3]=1.[Cl:20][C:21]1[CH:22]=[C:23]([CH:25]=[CH:26][C:27]=1[O:28][C:29]([CH3:37])([C:31]1[CH:36]=[CH:35][CH:34]=[CH:33][N:32]=1)[CH3:30])[NH2:24]. Given the product [Cl:20][C:21]1[CH:22]=[C:23]([NH:24][C:2]2[C:11]3[C:6](=[CH:7][CH:8]=[CH:9][C:10]=3[O:12][CH2:13][CH2:14][N:15]([CH3:19])[C:16](=[O:18])[CH3:17])[N:5]=[CH:4][N:3]=2)[CH:25]=[CH:26][C:27]=1[O:28][C:29]([CH3:30])([C:31]1[CH:36]=[CH:35][CH:34]=[CH:33][N:32]=1)[CH3:37], predict the reactants needed to synthesize it. (4) Given the product [Cl:1][C:2]1[CH:7]=[CH:6][C:5]([C:8]2[CH:9]=[CH:10][N:11]=[C:12]([CH3:16])[C:13]=2[CH2:14][OH:15])=[C:4]([F:17])[CH:3]=1, predict the reactants needed to synthesize it. The reactants are: [Cl:1][C:2]1[CH:7]=[CH:6][C:5]([C:8]2[C:13]([CH:14]=[O:15])=[C:12]([CH3:16])[N:11]=[CH:10][CH:9]=2)=[C:4]([F:17])[CH:3]=1.[BH4-].[Na+]. (5) Given the product [Cl:1][C:2]1[CH:7]=[CH:6][N:5]=[C:4]2[CH:8]=[C:9]([Sn:21]([CH2:22][CH2:23][CH2:24][CH3:25])([CH2:26][CH2:27][CH2:28][CH3:29])[CH2:17][CH2:18][CH2:19][CH3:20])[S:10][C:3]=12, predict the reactants needed to synthesize it. The reactants are: [Cl:1][C:2]1[CH:7]=[CH:6][N:5]=[C:4]2[CH:8]=[C:9](I)[S:10][C:3]=12.C([Mg]Cl)(C)C.[CH2:17]([Sn:21](Cl)([CH2:26][CH2:27][CH2:28][CH3:29])[CH2:22][CH2:23][CH2:24][CH3:25])[CH2:18][CH2:19][CH3:20].